The task is: Predict which catalyst facilitates the given reaction.. This data is from Catalyst prediction with 721,799 reactions and 888 catalyst types from USPTO. Reactant: [Cl:1][C:2]1[CH:7]=[C:6](F)[CH:5]=[CH:4][N:3]=1.Cl.[F:10][C:11]1[CH:21]=[CH:20][C:14]([O:15][CH:16]2[CH2:19][NH:18][CH2:17]2)=[CH:13][CH:12]=1.C(N(C(C)C)C(C)C)C. Product: [Cl:1][C:2]1[CH:7]=[C:6]([N:18]2[CH2:19][CH:16]([O:15][C:14]3[CH:13]=[CH:12][C:11]([F:10])=[CH:21][CH:20]=3)[CH2:17]2)[CH:5]=[CH:4][N:3]=1. The catalyst class is: 41.